The task is: Regression. Given two drug SMILES strings and cell line genomic features, predict the synergy score measuring deviation from expected non-interaction effect.. This data is from NCI-60 drug combinations with 297,098 pairs across 59 cell lines. (1) Drug 1: CC1CCC2CC(C(=CC=CC=CC(CC(C(=O)C(C(C(=CC(C(=O)CC(OC(=O)C3CCCCN3C(=O)C(=O)C1(O2)O)C(C)CC4CCC(C(C4)OC)OCCO)C)C)O)OC)C)C)C)OC. Drug 2: C1=NNC2=C1C(=O)NC=N2. Cell line: SNB-19. Synergy scores: CSS=0.571, Synergy_ZIP=-7.36, Synergy_Bliss=-6.27, Synergy_Loewe=-20.3, Synergy_HSA=-7.06. (2) Drug 1: CN1CCC(CC1)COC2=C(C=C3C(=C2)N=CN=C3NC4=C(C=C(C=C4)Br)F)OC. Drug 2: CC1=C2C(C(=O)C3(C(CC4C(C3C(C(C2(C)C)(CC1OC(=O)C(C(C5=CC=CC=C5)NC(=O)C6=CC=CC=C6)O)O)OC(=O)C7=CC=CC=C7)(CO4)OC(=O)C)O)C)OC(=O)C. Cell line: EKVX. Synergy scores: CSS=47.3, Synergy_ZIP=-0.582, Synergy_Bliss=5.30, Synergy_Loewe=7.99, Synergy_HSA=8.60. (3) Drug 1: C1=CC(=CC=C1CC(C(=O)O)N)N(CCCl)CCCl.Cl. Drug 2: B(C(CC(C)C)NC(=O)C(CC1=CC=CC=C1)NC(=O)C2=NC=CN=C2)(O)O. Cell line: SK-OV-3. Synergy scores: CSS=10.5, Synergy_ZIP=-1.90, Synergy_Bliss=-0.163, Synergy_Loewe=-3.44, Synergy_HSA=-1.43.